This data is from Experimentally validated miRNA-target interactions with 360,000+ pairs, plus equal number of negative samples. The task is: Binary Classification. Given a miRNA mature sequence and a target amino acid sequence, predict their likelihood of interaction. (1) The protein sequence of the target gene is MTENSDKVPIALVGPDDVEFCSPPAYATLTVKPSSPARLLKVGAVVLISGAVLLLFGAIGAFYFWKGSDSHIYNVHYTMSINGKLQDGSMEIDAGNNLETFKMGSGAEEAIAVNDFQNGITGIRFAGGEKCYIKAQVKARIPEVGAVTKQSISSKLEGKIMPVKYEENSLIWVAVDQPVKDNSFLSSKVLELCGDLPIFWLKPTYPKEIQRERREVVRKIVPTTTKRPHSGPRSNPGAGRLNNETRPSVQEDSQAFNPDNPYHQQEGESMTFDPRLDHEGICCIECRRSYTHCQKICEPL.... Result: 0 (no interaction). The miRNA is hsa-miR-512-5p with sequence CACUCAGCCUUGAGGGCACUUUC. (2) The miRNA is hsa-miR-6798-3p with sequence CUACCCCCCAUCCCCCUGUAG. The protein sequence of the target gene is MRLIPSRLSYLFLHLFAFCYYAQVTIQSPPNFTQHVSEQSKVTDRVSRRLIRTYQLYSRTSGKHVQVLANKKINAMAEDGDVHAKLIVETDTFGSRVRIKGAETGFYICMNRRGKLIGKKNGLGKDCIFTEIVLENNYTALQNVKYEGWYMAFTRKGRPRKGSKTRQHQREVHFMKRLPKGHQIAEHRPFDFINYPFNRRTKRTRYSGER. Result: 0 (no interaction). (3) The miRNA is rno-miR-200c-3p with sequence UAAUACUGCCGGGUAAUGAUG. The protein sequence of the target gene is MATSNLLKNKGSLQFEDKWDFMHPIVLKLLRQESVTKQQWFDLFSDVHAVCLWDDKGSSKIHQALKEDILEFIKQAQARVLSHQDDTALLKAYIVEWRKFFTQCDILPKPFCQLEVTLLGKQSSNKKSNMEDSIVRKLMLDTWNESIFSNIKNRLQDSAMKLVHAERLGEAFDSQLVIGVRESYVNLCSNPEDKLQIYRDNFEKAYLDSTERFYRTQAPSYLQQNGVQNYMKYADAKLKEEEKRALRYLETRRECNSVEALMECCVNALVTSFKETILAECQGMIKRNETEKLHLMFSLM.... Result: 0 (no interaction).